From a dataset of Full USPTO retrosynthesis dataset with 1.9M reactions from patents (1976-2016). Predict the reactants needed to synthesize the given product. The reactants are: Br[C:2]1[CH:3]=[C:4]([C:12]([O:14][CH3:15])=[O:13])[CH:5]=[C:6]([C:8]([O:10][CH3:11])=[O:9])[CH:7]=1.[C:16]([O:20][CH3:21])(=[O:19])[CH:17]=[CH2:18].C([O-])([O-])=O.[K+].[K+].[K+].[Br-]. Given the product [CH3:21][O:20][C:16](=[O:19])[CH:17]=[CH:18][C:2]1[CH:3]=[C:4]([C:12]([O:14][CH3:15])=[O:13])[CH:5]=[C:6]([CH:7]=1)[C:8]([O:10][CH3:11])=[O:9], predict the reactants needed to synthesize it.